This data is from Forward reaction prediction with 1.9M reactions from USPTO patents (1976-2016). The task is: Predict the product of the given reaction. Given the reactants [Cl:1][C:2]1[CH:3]=[N:4][N:5]([CH3:17])[C:6]=1[C:7]1[CH:8]=[C:9]([C:14]([OH:16])=O)[S:10][C:11]=1[O:12][CH3:13].[NH2:18][C@@H:19]([CH2:32][C:33]1[CH:38]=[CH:37][C:36]([F:39])=[CH:35][CH:34]=1)[CH2:20][N:21]1[C:29](=[O:30])[C:28]2[C:23](=[CH:24][CH:25]=[CH:26][CH:27]=2)[C:22]1=[O:31].CC(OC(N[C@H](C(O)=O)CC1C=CC=CC=1C(F)(F)F)=O)(C)C.C1CN([P+](Br)(N2CCCC2)N2CCCC2)CC1.F[P-](F)(F)(F)(F)F.CCN(C(C)C)C(C)C, predict the reaction product. The product is: [Cl:1][C:2]1[CH:3]=[N:4][N:5]([CH3:17])[C:6]=1[C:7]1[CH:8]=[C:9]([C:14]([NH:18][C@@H:19]([CH2:32][C:33]2[CH:34]=[CH:35][C:36]([F:39])=[CH:37][CH:38]=2)[CH2:20][N:21]2[C:29](=[O:30])[C:28]3[C:23](=[CH:24][CH:25]=[CH:26][CH:27]=3)[C:22]2=[O:31])=[O:16])[S:10][C:11]=1[O:12][CH3:13].